This data is from Catalyst prediction with 721,799 reactions and 888 catalyst types from USPTO. The task is: Predict which catalyst facilitates the given reaction. (1) Product: [Br:27][C:28]1[CH:36]=[CH:35][C:31]([C:32]([N:12]2[CH2:13][CH2:14][C:9]([CH2:15][N:16]3[C:21](=[O:22])[C:20]4[CH:23]=[N:24][N:25]([CH3:26])[C:19]=4[N:18]=[CH:17]3)([OH:8])[CH2:10][CH2:11]2)=[O:33])=[CH:30][CH:29]=1. Reactant: FC(F)(F)C(O)=O.[OH:8][C:9]1([CH2:15][N:16]2[C:21](=[O:22])[C:20]3[CH:23]=[N:24][N:25]([CH3:26])[C:19]=3[N:18]=[CH:17]2)[CH2:14][CH2:13][NH:12][CH2:11][CH2:10]1.[Br:27][C:28]1[CH:36]=[CH:35][C:31]([C:32](O)=[O:33])=[CH:30][CH:29]=1.O.OC1C2N=NNC=2C=CC=1.C(N(CC)CC)C. The catalyst class is: 26. (2) Reactant: C(Cl)Cl.[CH2:4]([O:11][C:12]1[CH:13]=[C:14]([C:18]2[N:19]=[C:20]([CH:28]3[CH2:31][C:30](=[CH:32][O:33]C)[CH2:29]3)[N:21]3[CH:26]=[CH:25][N:24]=[C:23]([NH2:27])[C:22]=23)[CH:15]=[CH:16][CH:17]=1)[C:5]1[CH:10]=[CH:9][CH:8]=[CH:7][CH:6]=1.C(C(O)=O)(F)(F)F.C([O-])([O-])=O.[K+].[K+]. Product: [NH2:27][C:23]1[C:22]2[N:21]([C:20]([CH:28]3[CH2:31][CH:30]([CH:32]=[O:33])[CH2:29]3)=[N:19][C:18]=2[C:14]2[CH:15]=[CH:16][CH:17]=[C:12]([O:11][CH2:4][C:5]3[CH:6]=[CH:7][CH:8]=[CH:9][CH:10]=3)[CH:13]=2)[CH:26]=[CH:25][N:24]=1. The catalyst class is: 6. (3) Reactant: Br[C:2]1[C:11]2[C:6](=[CH:7][CH:8]=[CH:9][CH:10]=2)[C:5]([C:12]#[N:13])=[N:4][CH:3]=1.[CH3:14][O:15][C:16]1[CH:23]=[C:22]([O:24][CH3:25])[CH:21]=[CH:20][C:17]=1[CH2:18][NH2:19]. Product: [CH3:14][O:15][C:16]1[CH:23]=[C:22]([O:24][CH3:25])[CH:21]=[CH:20][C:17]=1[CH2:18][NH:19][C:2]1[C:11]2[C:6](=[CH:7][CH:8]=[CH:9][CH:10]=2)[C:5]([C:12]#[N:13])=[N:4][CH:3]=1. The catalyst class is: 10. (4) Product: [C:26]([OH:33])(=[O:1])[C:27]([OH:29])=[O:28].[CH:20]1[C:21]2[C:22]3[CH2:23][CH2:24][NH:11][CH2:12][CH2:13][C:14]=3[N:15]3[C:16]=2[C:17]([C:27](=[O:28])[CH2:26][CH2:25]3)=[CH:18][CH:19]=1. The catalyst class is: 1. Reactant: [OH-:1].[K+].C([N:11]1[CH2:24][CH2:23][C:22]2[C:21]3[CH:20]=[CH:19][CH:18]=[CH:17][C:16]=3[N:15]([CH2:25][CH2:26][C:27]([O:29]CC)=[O:28])[C:14]=2[CH2:13][CH2:12]1)(=O)C1C=CC=CC=1.Cl.[OH2:33]. (5) Reactant: [OH:1][CH2:2][CH2:3][CH2:4][C:5]1[CH:6]=[C:7]([C:11]2[C:20]3[CH2:19][CH2:18][C@H:17]4[C@H:21]([CH3:28])[C:22](=[O:27])[C:23]([C:25]#[N:26])=[CH:24][C@:16]4([C:29]4[CH:34]=[CH:33][CH:32]=[CH:31][CH:30]=4)[C:15]=3[N:14]=[C:13]([CH3:35])[N:12]=2)[CH:8]=[CH:9][CH:10]=1.C(N(CC)CC)C.[C:43](OC(=O)C)(=[O:45])[CH3:44].CN(C1C=CC=CN=1)C. Product: [C:43]([O:1][CH2:2][CH2:3][CH2:4][C:5]1[CH:10]=[CH:9][CH:8]=[C:7]([C:11]2[C:20]3[CH2:19][CH2:18][C@H:17]4[C@H:21]([CH3:28])[C:22](=[O:27])[C:23]([C:25]#[N:26])=[CH:24][C@:16]4([C:29]4[CH:30]=[CH:31][CH:32]=[CH:33][CH:34]=4)[C:15]=3[N:14]=[C:13]([CH3:35])[N:12]=2)[CH:6]=1)(=[O:45])[CH3:44]. The catalyst class is: 4. (6) Reactant: [F:1][C:2]1[CH:3]=[C:4]2[C:9](=[CH:10][CH:11]=1)[N:8]=[C:7]([C@@H:12]([N:14]1C(=O)C3C(=CC=CC=3)C1=O)[CH3:13])[C:6]([C:25]1[CH:26]=[N:27][CH:28]=[CH:29][CH:30]=1)=[C:5]2[O:31][CH3:32].NN. Product: [F:1][C:2]1[CH:3]=[C:4]2[C:9](=[CH:10][CH:11]=1)[N:8]=[C:7]([C@@H:12]([NH2:14])[CH3:13])[C:6]([C:25]1[CH:26]=[N:27][CH:28]=[CH:29][CH:30]=1)=[C:5]2[O:31][CH3:32]. The catalyst class is: 14.